Dataset: Peptide-MHC class II binding affinity with 134,281 pairs from IEDB. Task: Regression. Given a peptide amino acid sequence and an MHC pseudo amino acid sequence, predict their binding affinity value. This is MHC class II binding data. (1) The peptide sequence is AFILDGDNLFPDV. The MHC is DRB1_0401 with pseudo-sequence DRB1_0401. The binding affinity (normalized) is 0.572. (2) The peptide sequence is ENGEWAIDFCPGVIRRHHG. The MHC is DRB1_0301 with pseudo-sequence DRB1_0301. The binding affinity (normalized) is 0.577.